From a dataset of Forward reaction prediction with 1.9M reactions from USPTO patents (1976-2016). Predict the product of the given reaction. (1) Given the reactants [C:1]([C:5]1[CH:12]=[CH:11][C:8]([CH:9]=O)=[CH:7][CH:6]=1)([CH3:4])([CH3:3])[CH3:2].[CH2:13]([N:15]([C:19]1[CH:20]=[C:21]([CH3:25])[CH:22]=[CH:23][CH:24]=1)[CH2:16][CH2:17][NH2:18])[CH3:14].[BH4-].[Na+].O, predict the reaction product. The product is: [C:1]([C:5]1[CH:12]=[CH:11][C:8]([CH2:9][NH:18][CH2:17][CH2:16][N:15]([CH2:13][CH3:14])[C:19]2[CH:20]=[C:21]([CH3:25])[CH:22]=[CH:23][CH:24]=2)=[CH:7][CH:6]=1)([CH3:4])([CH3:3])[CH3:2]. (2) Given the reactants [CH3:1][O:2][C:3]1[N:8]=[C:7](B(O)O)[CH:6]=[CH:5][CH:4]=1.Br[C:13]1[CH:14]=[CH:15][C:16]([Cl:37])=[C:17]([NH:19][C:20]2[S:21]/[C:22](=[CH:26]\[C:27]3[CH:36]=[CH:35][C:34]4[C:29](=[CH:30][CH:31]=CC=4)[CH:28]=3)/[C:23](=[O:25])[N:24]=2)[CH:18]=1.C(=O)([O-])[O-].[Na+].[Na+].[CH3:44][N:45](C=O)C, predict the reaction product. The product is: [Cl:37][C:16]1[CH:15]=[CH:14][C:13]([C:7]2[CH:6]=[CH:5][CH:4]=[C:3]([O:2][CH3:1])[N:8]=2)=[CH:18][C:17]=1[NH:19][C:20]1[S:21]/[C:22](=[CH:26]\[C:27]2[CH:28]=[C:29]3[C:34](=[CH:35][CH:36]=2)[N:45]=[CH:44][CH:31]=[CH:30]3)/[C:23](=[O:25])[N:24]=1. (3) Given the reactants [NH2:1][C:2]1[CH:10]=[CH:9][CH:8]=[C:7]2[C:3]=1[C:4](=[O:16])[N:5]([CH2:12][C:13]([OH:15])=O)[C:6]2=[O:11].[N:17]1([C:23]([O:25][C:26]([CH3:29])([CH3:28])[CH3:27])=[O:24])[CH2:22][CH2:21][NH:20][CH2:19][CH2:18]1.CCN=C=NCCCN(C)C.Cl.ON1C2C=CC=CC=2N=N1.C(N(CC)CC)C, predict the reaction product. The product is: [NH2:1][C:2]1[CH:10]=[CH:9][CH:8]=[C:7]2[C:3]=1[C:4](=[O:16])[N:5]([CH2:12][C:13]([N:20]1[CH2:19][CH2:18][N:17]([C:23]([O:25][C:26]([CH3:29])([CH3:28])[CH3:27])=[O:24])[CH2:22][CH2:21]1)=[O:15])[C:6]2=[O:11]. (4) Given the reactants Br[C:2]1[CH:7]=[CH:6][C:5]([C:8]([N:10]2[CH2:15][CH2:14][N:13]([C:16]3[C:21]([CH:22]4[CH2:24][CH2:23]4)=[CH:20][C:19]([C:25]([F:28])([F:27])[F:26])=[CH:18][N:17]=3)[CH2:12][CH2:11]2)=[O:9])=[C:4]([F:29])[CH:3]=1.[S:30]1(=[O:36])(=[O:35])[CH2:34][CH2:33][CH2:32][NH:31]1, predict the reaction product. The product is: [CH:22]1([C:21]2[C:16]([N:13]3[CH2:14][CH2:15][N:10]([C:8]([C:5]4[CH:6]=[CH:7][C:2]([N:31]5[CH2:32][CH2:33][CH2:34][S:30]5(=[O:36])=[O:35])=[CH:3][C:4]=4[F:29])=[O:9])[CH2:11][CH2:12]3)=[N:17][CH:18]=[C:19]([C:25]([F:28])([F:27])[F:26])[CH:20]=2)[CH2:24][CH2:23]1. (5) Given the reactants C1(P(C2C=CC=CC=2)C2C=CC=CC=2)C=CC=CC=1.[N+:20]([C:23]1[CH:31]=[CH:30][C:26]([C:27]([OH:29])=[O:28])=[CH:25][CH:24]=1)([O-:22])=[O:21].[C:32]([O:36][C:37]([NH:39][C@@:40]1([C:64]([O:66][C:67]([CH3:70])([CH3:69])[CH3:68])=[O:65])[C@H:45]([O:46][CH2:47][C:48]2[CH:53]=[CH:52][C:51]([Cl:54])=[C:50]([Cl:55])[CH:49]=2)[C@H:44](O)[C@@H:43]2[C@H:41]1[C@H:42]2[C:57]([O:59][C:60]([CH3:63])([CH3:62])[CH3:61])=[O:58])=[O:38])([CH3:35])([CH3:34])[CH3:33].N(C(OC(C)C)=O)=NC(OC(C)C)=O, predict the reaction product. The product is: [C:32]([O:36][C:37]([NH:39][C@@:40]1([C:64]([O:66][C:67]([CH3:70])([CH3:69])[CH3:68])=[O:65])[C@H:45]([O:46][CH2:47][C:48]2[CH:53]=[CH:52][C:51]([Cl:54])=[C:50]([Cl:55])[CH:49]=2)[C@@H:44]([O:28][C:27]([C:26]2[CH:25]=[CH:24][C:23]([N+:20]([O-:22])=[O:21])=[CH:31][CH:30]=2)=[O:29])[C@@H:43]2[C@H:41]1[C@H:42]2[C:57]([O:59][C:60]([CH3:62])([CH3:61])[CH3:63])=[O:58])=[O:38])([CH3:35])([CH3:33])[CH3:34].